From a dataset of Forward reaction prediction with 1.9M reactions from USPTO patents (1976-2016). Predict the product of the given reaction. (1) Given the reactants C(OC([N:8]1[CH:17]([C:18](=[O:51])[NH:19][CH:20]([CH2:43][C:44]2[CH:49]=[CH:48][C:47]([Cl:50])=[CH:46][CH:45]=2)[C:21]([N:23]2[CH2:28][CH2:27][N:26]([CH:29]([C:36]3[CH:41]=[CH:40][CH:39]=[CH:38][C:37]=3[F:42])[CH2:30][NH:31][C:32](=[O:35])[CH2:33][CH3:34])[CH2:25][CH2:24]2)=[O:22])[CH2:16][C:15]2[C:10](=[CH:11][CH:12]=[CH:13][CH:14]=2)[CH2:9]1)=O)(C)(C)C.C(N(CC)C(C)C)(C)C, predict the reaction product. The product is: [ClH:50].[Cl:50][C:47]1[CH:46]=[CH:45][C:44]([CH2:43][CH:20]([NH:19][C:18]([CH:17]2[CH2:16][C:15]3[C:10](=[CH:11][CH:12]=[CH:13][CH:14]=3)[CH2:9][NH:8]2)=[O:51])[C:21]([N:23]2[CH2:24][CH2:25][N:26]([CH:29]([C:36]3[CH:41]=[CH:40][CH:39]=[CH:38][C:37]=3[F:42])[CH2:30][NH:31][C:32](=[O:35])[CH2:33][CH3:34])[CH2:27][CH2:28]2)=[O:22])=[CH:49][CH:48]=1. (2) Given the reactants [CH2:1]([O:8][C:9]1[CH:10]=[C:11]([C:15]2[N:20]=[C:19]([NH:21][CH2:22][CH2:23][O:24][CH2:25][C:26]([OH:28])=O)[C:18]([N+:29]([O-:31])=[O:30])=[C:17]([CH3:32])[N:16]=2)[CH:12]=[CH:13][CH:14]=1)[C:2]1[CH:7]=[CH:6][CH:5]=[CH:4][CH:3]=1.N1C=CC=CC=1, predict the reaction product. The product is: [CH2:1]([O:8][C:9]1[CH:10]=[C:11]([C:15]2[N:20]=[C:19]([N:21]3[CH2:22][CH2:23][O:24][CH2:25][C:26]3=[O:28])[C:18]([N+:29]([O-:31])=[O:30])=[C:17]([CH3:32])[N:16]=2)[CH:12]=[CH:13][CH:14]=1)[C:2]1[CH:3]=[CH:4][CH:5]=[CH:6][CH:7]=1. (3) Given the reactants [OH:1][C:2]1[CH:11]=[CH:10][C:9]([N+:12]([O-:14])=[O:13])=[CH:8][C:3]=1[C:4]([O:6][CH3:7])=[O:5].[H-].[Na+].[CH2:17](Br)[C:18]1[CH:23]=[CH:22][CH:21]=[CH:20][CH:19]=1.[Cl-].[NH4+], predict the reaction product. The product is: [CH2:17]([O:1][C:2]1[CH:11]=[CH:10][C:9]([N+:12]([O-:14])=[O:13])=[CH:8][C:3]=1[C:4]([O:6][CH3:7])=[O:5])[C:18]1[CH:23]=[CH:22][CH:21]=[CH:20][CH:19]=1. (4) Given the reactants Br[C:2]1[CH:3]=[C:4]([CH2:9][CH2:10][N:11]([CH2:26][C:27]2[CH:32]=[CH:31][C:30]([C:33]([CH3:36])([CH3:35])[CH3:34])=[CH:29][CH:28]=2)[C:12](=[O:25])[C:13]2[CH:18]=[C:17]([C:19]([F:22])([F:21])[F:20])[CH:16]=[C:15]([Cl:23])[C:14]=2[F:24])[CH:5]=[CH:6][C:7]=1[F:8].[CH2:37](B(O)O)[CH3:38], predict the reaction product. The product is: [C:33]([C:30]1[CH:31]=[CH:32][C:27]([CH2:26][N:11]([CH2:10][CH2:9][C:4]2[CH:5]=[CH:6][C:7]([F:8])=[C:2]([CH2:37][CH3:38])[CH:3]=2)[C:12](=[O:25])[C:13]2[CH:18]=[C:17]([C:19]([F:22])([F:20])[F:21])[CH:16]=[C:15]([Cl:23])[C:14]=2[F:24])=[CH:28][CH:29]=1)([CH3:35])([CH3:34])[CH3:36]. (5) Given the reactants [CH2:1](I)I.[CH3:4][C:5]([CH:9]([OH:15])[CH2:10][CH2:11][CH2:12][CH2:13][CH3:14])=[CH:6][CH2:7][CH3:8], predict the reaction product. The product is: [CH2:7]([CH:6]1[CH2:4][C:5]1([CH3:1])[CH:9]([CH2:10][CH2:11][CH2:12][CH2:13][CH3:14])[OH:15])[CH3:8]. (6) The product is: [NH2:1][C:2]1[N:7]=[CH:6][C:5]([C:8]2[N:9]=[C:10]([N:26]3[CH2:31][CH2:30][O:29][CH2:28][CH2:27]3)[C:11]3[S:16][C:15]([C:17]4[CH:18]=[C:19]([C:22]([N:36]5[CH2:37][CH2:38][CH:33]([OH:32])[CH2:34][CH2:35]5)=[O:23])[S:20][CH:21]=4)=[C:14]([CH3:25])[C:12]=3[N:13]=2)=[CH:4][N:3]=1. Given the reactants [NH2:1][C:2]1[N:7]=[CH:6][C:5]([C:8]2[N:9]=[C:10]([N:26]3[CH2:31][CH2:30][O:29][CH2:28][CH2:27]3)[C:11]3[S:16][C:15]([C:17]4[CH:18]=[C:19]([C:22](O)=[O:23])[S:20][CH:21]=4)=[C:14]([CH3:25])[C:12]=3[N:13]=2)=[CH:4][N:3]=1.[OH:32][CH:33]1[CH2:38][CH2:37][NH:36][CH2:35][CH2:34]1, predict the reaction product.